From a dataset of NCI-60 drug combinations with 297,098 pairs across 59 cell lines. Regression. Given two drug SMILES strings and cell line genomic features, predict the synergy score measuring deviation from expected non-interaction effect. (1) Drug 1: CC(CN1CC(=O)NC(=O)C1)N2CC(=O)NC(=O)C2. Drug 2: CC1C(C(=O)NC(C(=O)N2CCCC2C(=O)N(CC(=O)N(C(C(=O)O1)C(C)C)C)C)C(C)C)NC(=O)C3=C4C(=C(C=C3)C)OC5=C(C(=O)C(=C(C5=N4)C(=O)NC6C(OC(=O)C(N(C(=O)CN(C(=O)C7CCCN7C(=O)C(NC6=O)C(C)C)C)C)C(C)C)C)N)C. Cell line: CCRF-CEM. Synergy scores: CSS=64.9, Synergy_ZIP=3.81, Synergy_Bliss=6.23, Synergy_Loewe=8.43, Synergy_HSA=7.67. (2) Drug 1: CS(=O)(=O)C1=CC(=C(C=C1)C(=O)NC2=CC(=C(C=C2)Cl)C3=CC=CC=N3)Cl. Drug 2: CCCCC(=O)OCC(=O)C1(CC(C2=C(C1)C(=C3C(=C2O)C(=O)C4=C(C3=O)C=CC=C4OC)O)OC5CC(C(C(O5)C)O)NC(=O)C(F)(F)F)O. Cell line: SW-620. Synergy scores: CSS=3.73, Synergy_ZIP=0.0376, Synergy_Bliss=2.40, Synergy_Loewe=0.575, Synergy_HSA=-0.121. (3) Drug 1: CC12CCC(CC1=CCC3C2CCC4(C3CC=C4C5=CN=CC=C5)C)O. Drug 2: COC1=NC(=NC2=C1N=CN2C3C(C(C(O3)CO)O)O)N. Cell line: OVCAR-4. Synergy scores: CSS=12.4, Synergy_ZIP=-0.707, Synergy_Bliss=1.26, Synergy_Loewe=-7.59, Synergy_HSA=-0.469. (4) Drug 1: C1=C(C(=O)NC(=O)N1)N(CCCl)CCCl. Drug 2: CCC(=C(C1=CC=CC=C1)C2=CC=C(C=C2)OCCN(C)C)C3=CC=CC=C3.C(C(=O)O)C(CC(=O)O)(C(=O)O)O. Cell line: PC-3. Synergy scores: CSS=9.79, Synergy_ZIP=-5.31, Synergy_Bliss=-3.76, Synergy_Loewe=-4.34, Synergy_HSA=-2.90. (5) Drug 1: CC(C1=C(C=CC(=C1Cl)F)Cl)OC2=C(N=CC(=C2)C3=CN(N=C3)C4CCNCC4)N. Drug 2: COC1=C2C(=CC3=C1OC=C3)C=CC(=O)O2. Cell line: OVCAR-4. Synergy scores: CSS=-0.263, Synergy_ZIP=0.591, Synergy_Bliss=-0.149, Synergy_Loewe=-0.713, Synergy_HSA=-0.996. (6) Drug 1: CC1C(C(CC(O1)OC2CC(OC(C2O)C)OC3=CC4=CC5=C(C(=O)C(C(C5)C(C(=O)C(C(C)O)O)OC)OC6CC(C(C(O6)C)O)OC7CC(C(C(O7)C)O)OC8CC(C(C(O8)C)O)(C)O)C(=C4C(=C3C)O)O)O)O. Drug 2: CCC1(CC2CC(C3=C(CCN(C2)C1)C4=CC=CC=C4N3)(C5=C(C=C6C(=C5)C78CCN9C7C(C=CC9)(C(C(C8N6C)(C(=O)OC)O)OC(=O)C)CC)OC)C(=O)OC)O.OS(=O)(=O)O. Cell line: DU-145. Synergy scores: CSS=57.2, Synergy_ZIP=8.62, Synergy_Bliss=6.17, Synergy_Loewe=3.81, Synergy_HSA=5.65. (7) Drug 1: CC12CCC(CC1=CCC3C2CCC4(C3CC=C4C5=CN=CC=C5)C)O. Drug 2: CN1CCC(CC1)COC2=C(C=C3C(=C2)N=CN=C3NC4=C(C=C(C=C4)Br)F)OC. Cell line: SF-268. Synergy scores: CSS=6.01, Synergy_ZIP=2.94, Synergy_Bliss=8.68, Synergy_Loewe=3.17, Synergy_HSA=4.72. (8) Drug 1: CC(C1=C(C=CC(=C1Cl)F)Cl)OC2=C(N=CC(=C2)C3=CN(N=C3)C4CCNCC4)N. Drug 2: C1=NC2=C(N1)C(=S)N=C(N2)N. Cell line: A498. Synergy scores: CSS=21.8, Synergy_ZIP=-3.49, Synergy_Bliss=1.01, Synergy_Loewe=-0.245, Synergy_HSA=1.24. (9) Drug 1: C1=CC(=CC=C1CCC2=CNC3=C2C(=O)NC(=N3)N)C(=O)NC(CCC(=O)O)C(=O)O. Drug 2: C1=CC(=CC=C1C#N)C(C2=CC=C(C=C2)C#N)N3C=NC=N3. Cell line: MDA-MB-231. Synergy scores: CSS=3.11, Synergy_ZIP=-3.51, Synergy_Bliss=-8.98, Synergy_Loewe=-15.9, Synergy_HSA=-8.66.